Dataset: Catalyst prediction with 721,799 reactions and 888 catalyst types from USPTO. Task: Predict which catalyst facilitates the given reaction. (1) Reactant: [S:1]1[C:5]2[CH:6]=[CH:7][CH:8]=[CH:9][C:4]=2[C:3]([C:10](N)=[O:11])=[N:2]1.[OH-:13].[Na+]. Product: [S:1]1[C:5]2[CH:6]=[CH:7][CH:8]=[CH:9][C:4]=2[C:3]([C:10]([OH:11])=[O:13])=[N:2]1. The catalyst class is: 5. (2) Reactant: CCN(C(C)C)C(C)C.[CH3:10][NH:11][CH2:12][C:13]1[CH:18]=[CH:17][CH:16]=[CH:15][CH:14]=1.[F:19][C:20]1[CH:25]=[CH:24][C:23]([C:26]2[O:27][C:28]3[CH:38]=[CH:37][C:36]([C:39]4[CH:40]=[C:41]([CH:45]=[CH:46][CH:47]=4)[C:42](O)=[O:43])=[CH:35][C:29]=3[C:30]=2[C:31](=[O:34])[NH:32][CH3:33])=[CH:22][CH:21]=1.CN(C(ON1N=NC2C=CC=NC1=2)=[N+](C)C)C.F[P-](F)(F)(F)(F)F. Product: [CH2:12]([N:11]([CH3:10])[C:42]([C:41]1[CH:40]=[C:39]([C:36]2[CH:37]=[CH:38][C:28]3[O:27][C:26]([C:23]4[CH:24]=[CH:25][C:20]([F:19])=[CH:21][CH:22]=4)=[C:30]([C:31]([NH:32][CH3:33])=[O:34])[C:29]=3[CH:35]=2)[CH:47]=[CH:46][CH:45]=1)=[O:43])[C:13]1[CH:18]=[CH:17][CH:16]=[CH:15][CH:14]=1. The catalyst class is: 121. (3) Reactant: [Cl:1][C:2]1[CH:3]=[C:4]2[C:8](=[CH:9][C:10]=1[O:11][CH3:12])[C:7](=[O:13])/[C:6](=[CH:14]/[C:15]1[CH:20]=[CH:19][C:18]([S:21][C:22]([F:25])([F:24])[F:23])=[CH:17][CH:16]=1)/[CH2:5]2. Product: [Cl:1][C:2]1[CH:3]=[C:4]2[C:8](=[CH:9][C:10]=1[O:11][CH3:12])[C:7](=[O:13])[CH:6]([CH2:14][C:15]1[CH:20]=[CH:19][C:18]([S:21][C:22]([F:24])([F:23])[F:25])=[CH:17][CH:16]=1)[CH2:5]2. The catalyst class is: 465. (4) Reactant: [Cl:1][C:2]1[CH:3]=[C:4]([C:9]2([C:24]([F:27])([F:26])[F:25])[O:13][N:12]([CH3:14])[C:11]([C:15]3[CH:20]=[CH:19][C:18]([CH2:21]O)=[C:17]([CH3:23])[CH:16]=3)=[CH:10]2)[CH:5]=[C:6]([Cl:8])[CH:7]=1.S(Cl)([Cl:30])=O. Product: [Cl:30][CH2:21][C:18]1[CH:19]=[CH:20][C:15]([C:11]2[N:12]([CH3:14])[O:13][C:9]([C:4]3[CH:3]=[C:2]([Cl:1])[CH:7]=[C:6]([Cl:8])[CH:5]=3)([C:24]([F:27])([F:26])[F:25])[CH:10]=2)=[CH:16][C:17]=1[CH3:23]. The catalyst class is: 120. (5) Reactant: [CH3:1][C:2]([CH3:7])([CH3:6])[CH2:3][CH:4]=O.[NH2:8][CH2:9][C@H:10]1[CH2:15][CH2:14][CH2:13][CH2:12][N:11]1[C:16]([O:18][C:19]([CH3:22])([CH3:21])[CH3:20])=[O:17].[S-:23][C:24]#[N:25].[K+].II.S(S([O-])=O)([O-])(=O)=O.[Na+].[Na+]. Product: [C:2]([C:3]1[S:23][C:24](=[NH:25])[N:8]([CH2:9][C@H:10]2[CH2:15][CH2:14][CH2:13][CH2:12][N:11]2[C:16]([O:18][C:19]([CH3:22])([CH3:21])[CH3:20])=[O:17])[CH:4]=1)([CH3:7])([CH3:6])[CH3:1]. The catalyst class is: 10. (6) Reactant: [CH3:1][O:2][C:3]([C:5]1[N:6]=[C:7]([NH:10][C:11](=[O:21])[C@@H:12]([NH2:20])[CH2:13][C:14]2[CH:19]=[CH:18][CH:17]=[CH:16][CH:15]=2)[S:8][CH:9]=1)=[O:4].[CH2:22]([O:29][C:30]([NH:32][CH:33]([C:37]1[CH:42]=[CH:41][C:40]([O:43][CH3:44])=[C:39]([CH3:45])[CH:38]=1)[C:34](O)=[O:35])=[O:31])[C:23]1[CH:28]=[CH:27][CH:26]=[CH:25][CH:24]=1.C(N(C(C)C)CC)(C)C.ON1C2C=CC=CC=2N=N1.N1(OC(N(C)C)=[N+](C)C)C2C=CC=CC=2N=N1. Product: [CH3:1][O:2][C:3]([C:5]1[N:6]=[C:7]([NH:10][C:11](=[O:21])[C@@H:12]([NH:20][C:34](=[O:35])[CH:33]([NH:32][C:30]([O:29][CH2:22][C:23]2[CH:28]=[CH:27][CH:26]=[CH:25][CH:24]=2)=[O:31])[C:37]2[CH:42]=[CH:41][C:40]([O:43][CH3:44])=[C:39]([CH3:45])[CH:38]=2)[CH2:13][C:14]2[CH:19]=[CH:18][CH:17]=[CH:16][CH:15]=2)[S:8][CH:9]=1)=[O:4]. The catalyst class is: 9. (7) Reactant: [C:1]([O:5][C:6]([N:8]([CH3:36])[C@H:9]([C:11]([NH:13][C@@H:14]([CH:30]1[CH2:35][CH2:34][CH2:33][CH2:32][CH2:31]1)[C:15]([N:17]1[C@H:22]([C:23]([O:25]C)=[O:24])[CH2:21][N:20]2[CH2:27][CH2:28][CH2:29][C@@H:19]2[CH2:18]1)=[O:16])=[O:12])[CH3:10])=[O:7])([CH3:4])([CH3:3])[CH3:2].O.[OH-].[Li+].Cl. Product: [C:1]([O:5][C:6]([N:8]([CH3:36])[C@H:9]([C:11]([NH:13][C@@H:14]([CH:30]1[CH2:31][CH2:32][CH2:33][CH2:34][CH2:35]1)[C:15]([N:17]1[C@H:22]([C:23]([OH:25])=[O:24])[CH2:21][N:20]2[CH2:27][CH2:28][CH2:29][C@@H:19]2[CH2:18]1)=[O:16])=[O:12])[CH3:10])=[O:7])([CH3:4])([CH3:2])[CH3:3]. The catalyst class is: 30.